From a dataset of Catalyst prediction with 721,799 reactions and 888 catalyst types from USPTO. Predict which catalyst facilitates the given reaction. (1) Reactant: [H-].[Na+].[CH3:3][O:4][C:5](=[O:17])[CH2:6][C:7]1[CH:12]=[CH:11][CH:10]=[C:9]([S:13]([CH3:16])(=[O:15])=[O:14])[CH:8]=1.[F:18][C:19]1[CH:26]=[CH:25][C:22]([CH2:23]Br)=[CH:21][CH:20]=1. Product: [CH3:3][O:4][C:5](=[O:17])[CH:6]([C:7]1[CH:12]=[CH:11][CH:10]=[C:9]([S:13]([CH3:16])(=[O:14])=[O:15])[CH:8]=1)[CH2:23][C:22]1[CH:25]=[CH:26][C:19]([F:18])=[CH:20][CH:21]=1. The catalyst class is: 3. (2) Reactant: CO.Cl.[F:4][C:5]1[CH:10]=[CH:9][CH:8]=[CH:7][C:6]=1[C:11]1[CH:24]=[C:23]2[C:14]([N:15]3[C:20]([CH2:21][O:22]2)=[N:19][NH:18][C:17](=[O:25])[C@H:16]3[CH3:26])=[CH:13][C:12]=1[CH:27]1[CH2:32][CH2:31][NH:30][CH2:29][CH2:28]1.C=O.[BH3-][C:36]#N.[Na+]. Product: [F:4][C:5]1[CH:10]=[CH:9][CH:8]=[CH:7][C:6]=1[C:11]1[CH:24]=[C:23]2[C:14]([N:15]3[C:20]([CH2:21][O:22]2)=[N:19][NH:18][C:17](=[O:25])[C@H:16]3[CH3:26])=[CH:13][C:12]=1[CH:27]1[CH2:32][CH2:31][N:30]([CH3:36])[CH2:29][CH2:28]1. The catalyst class is: 15. (3) The catalyst class is: 23. Reactant: [NH2:1][C:2]1[N:6]([C:7]2[CH:8]=[C:9]([CH:16]=[CH:17][C:18]=2[CH3:19])[C:10]([NH:12][CH:13]2[CH2:15][CH2:14]2)=[O:11])[N:5]=[CH:4][C:3]=1[C:20](=[O:29])[C:21]1[CH:26]=[CH:25][CH:24]=[C:23]([CH:27]=[O:28])[CH:22]=1.OO.[O-:32]Cl=O.[Na+].[O-]S([O-])=O.[Na+].[Na+]. Product: [NH2:1][C:2]1[N:6]([C:7]2[CH:8]=[C:9]([C:10](=[O:11])[NH:12][CH:13]3[CH2:15][CH2:14]3)[CH:16]=[CH:17][C:18]=2[CH3:19])[N:5]=[CH:4][C:3]=1[C:20]([C:21]1[CH:22]=[C:23]([CH:24]=[CH:25][CH:26]=1)[C:27]([OH:32])=[O:28])=[O:29]. (4) Reactant: Cl[C:2]1[N:7]=[CH:6][C:5]([C:8]#[C:9][C:10]2[CH:11]=[C:12]([NH2:16])[CH:13]=[CH:14][CH:15]=2)=[CH:4][N:3]=1.Cl.[CH2:18]([O:20][CH2:21][CH3:22])[CH3:19]. Product: [NH2:16][C:12]1[CH:11]=[C:10]([C:9]#[C:8][C:5]2[CH:4]=[N:3][C:2]([NH:3][CH2:4][CH2:5][CH2:6][N:7]3[CH2:22][CH2:21][O:20][CH2:18][CH2:19]3)=[N:7][CH:6]=2)[CH:15]=[CH:14][CH:13]=1. The catalyst class is: 14.